Dataset: Reaction yield outcomes from USPTO patents with 853,638 reactions. Task: Predict the reaction yield, written as a fraction of the theoretical maximum amount of product (1.0 means a 100% yield; for example, 0.34 means a 34% yield). The reactants are [OH-].[K+].[C:3]([C:6]1[N:11]=[C:10]([C:12]2[CH:17]=[CH:16][C:15]([C:18]3[CH:23]=[CH:22][C:21]([CH2:24][C:25]([O:27]C)=[O:26])=[CH:20][C:19]=3[F:29])=[CH:14][CH:13]=2)[C:9]([CH3:30])=[N:8][C:7]=1[CH3:31])(=[O:5])[NH2:4].C(O)(=O)C. The catalyst is C(O)(C)(C)C.C(O)C. The product is [C:3]([C:6]1[N:11]=[C:10]([C:12]2[CH:13]=[CH:14][C:15]([C:18]3[CH:23]=[CH:22][C:21]([CH2:24][C:25]([OH:27])=[O:26])=[CH:20][C:19]=3[F:29])=[CH:16][CH:17]=2)[C:9]([CH3:30])=[N:8][C:7]=1[CH3:31])(=[O:5])[NH2:4]. The yield is 0.488.